This data is from Peptide-MHC class I binding affinity with 185,985 pairs from IEDB/IMGT. The task is: Regression. Given a peptide amino acid sequence and an MHC pseudo amino acid sequence, predict their binding affinity value. This is MHC class I binding data. (1) The peptide sequence is EKEGKISKI. The MHC is HLA-B57:01 with pseudo-sequence HLA-B57:01. The binding affinity (normalized) is 0. (2) The peptide sequence is SPPIPMSRLF. The MHC is HLA-B51:01 with pseudo-sequence HLA-B51:01. The binding affinity (normalized) is 0.144. (3) The peptide sequence is PEIRRWIIF. The binding affinity (normalized) is 0.0847. The MHC is HLA-B08:01 with pseudo-sequence HLA-B08:01. (4) The peptide sequence is TEMGRLPTFM. The MHC is HLA-B44:03 with pseudo-sequence HLA-B44:03. The binding affinity (normalized) is 0.527. (5) The peptide sequence is KLWEWLGYL. The MHC is HLA-A02:03 with pseudo-sequence HLA-A02:03. The binding affinity (normalized) is 0.842.